This data is from Forward reaction prediction with 1.9M reactions from USPTO patents (1976-2016). The task is: Predict the product of the given reaction. The product is: [CH2:1]([N:8]1[CH2:9][C:10]([CH3:18])([CH3:19])[O:11][CH2:12][C:13]1([CH:15]([OH:17])[CH3:16])[CH3:14])[C:2]1[CH:3]=[CH:4][CH:5]=[CH:6][CH:7]=1. Given the reactants [CH2:1]([N:8]1[C:13]([CH:15]([OH:17])[CH3:16])([CH3:14])[CH2:12][O:11][C:10]([CH3:19])([CH3:18])[C:9]1=O)[C:2]1[CH:7]=[CH:6][CH:5]=[CH:4][CH:3]=1.CO, predict the reaction product.